This data is from Full USPTO retrosynthesis dataset with 1.9M reactions from patents (1976-2016). The task is: Predict the reactants needed to synthesize the given product. (1) The reactants are: [F:1][C:2]([F:13])([F:12])[C:3]([N:5]1[CH2:10][CH2:9][CH:8]([NH2:11])[CH2:7][CH2:6]1)=[O:4].C(=O)([O-])[O-].[K+].[K+].[CH2:20](Br)[C:21]#[CH:22].Cl. Given the product [CH2:22]([NH:11][CH:8]1[CH2:9][CH2:10][N:5]([C:3](=[O:4])[C:2]([F:1])([F:12])[F:13])[CH2:6][CH2:7]1)[C:21]#[CH:20], predict the reactants needed to synthesize it. (2) Given the product [CH3:28][C@@H:29]1[N:50]2[CH:49]=[C:48]([C:51]([OH:53])=[O:52])[C:46]([C:34]3=[CH:35][C:36]([F:45])=[C:37]([N:38]4[CH2:43][CH2:42][N:41]([CH3:44])[CH2:40][CH2:39]4)[C:32](=[C:33]23)[O:31][CH2:30]1)=[O:47].[CH3:28][C@@H:29]1[N:50]2[CH:49]=[C:48]([C:51]([OH:53])=[O:52])[C:46]([C:34]3=[CH:35][C:36]([F:45])=[C:37]([N:38]4[CH2:43][CH2:42][N:41]([CH3:44])[CH2:40][CH2:39]4)[C:32](=[C:33]23)[O:31][CH2:30]1)=[O:47].[OH2:9], predict the reactants needed to synthesize it. The reactants are: FC1C(F)=C2[O:9]C[C@H](C)N3C=C(C(O)=O)C(=O)C(C=1)=C23.CN1CCNCC1.[CH3:28][C@@H:29]1[N:50]2[C:33]3[C:34]([C:46]([C:48]([C:51]([OH:53])=[O:52])=[CH:49]2)=[O:47])=[CH:35][C:36]([F:45])=[C:37]([N:38]2[CH2:43][CH2:42][N:41]([CH3:44])[CH2:40][CH2:39]2)[C:32]=3[O:31][CH2:30]1.O. (3) Given the product [C:7]([C:9]1[CH:17]=[CH:16][C:12]([C:13]([NH:25][C:21]2[CH:20]=[N:19][CH:24]=[CH:23][CH:22]=2)=[O:15])=[C:11]([CH3:18])[CH:10]=1)#[N:8], predict the reactants needed to synthesize it. The reactants are: C(Cl)(=O)C(Cl)=O.[C:7]([C:9]1[CH:17]=[CH:16][C:12]([C:13]([OH:15])=O)=[C:11]([CH3:18])[CH:10]=1)#[N:8].[N:19]1[CH:24]=[CH:23][CH:22]=[C:21]([NH2:25])[CH:20]=1.